This data is from Reaction yield outcomes from USPTO patents with 853,638 reactions. The task is: Predict the reaction yield, written as a fraction of the theoretical maximum amount of product (1.0 means a 100% yield; for example, 0.34 means a 34% yield). (1) The reactants are [O:1]1[C:5]2[CH:6]=[CH:7][CH:8]=[CH:9][C:4]=2[N:3]=[C:2]1[C:10]1[CH:30]=[CH:29][C:13]2[N:14]([CH2:18][C:19]3[CH:24]=[CH:23][C:22]([C:25]([O:27]C)=[O:26])=[CH:21][CH:20]=3)[C:15]([CH3:17])=[N:16][C:12]=2[CH:11]=1.[OH-].[Na+].CO. The catalyst is C(Cl)(Cl)Cl. The product is [O:1]1[C:5]2[CH:6]=[CH:7][CH:8]=[CH:9][C:4]=2[N:3]=[C:2]1[C:10]1[CH:30]=[CH:29][C:13]2[N:14]([CH2:18][C:19]3[CH:24]=[CH:23][C:22]([C:25]([OH:27])=[O:26])=[CH:21][CH:20]=3)[C:15]([CH3:17])=[N:16][C:12]=2[CH:11]=1. The yield is 0.870. (2) The reactants are [C@]12(C)C(C)(C)C(CC1)CC2C([O:12][CH:13]([C:18]1[CH:23]=[CH:22][CH:21]=[CH:20][C:19]=1[N+:24]([O-:26])=[O:25])[C:14]([CH3:17])([CH3:16])[CH3:15])=O.C([O-])([O-])=O.[K+].[K+].O.Cl. The catalyst is CO. The product is [N+:24]([C:19]1[CH:20]=[CH:21][CH:22]=[CH:23][C:18]=1[CH:13]([OH:12])[C:14]([CH3:16])([CH3:15])[CH3:17])([O-:26])=[O:25]. The yield is 0.920. (3) The reactants are [Cl:1][C:2]1[CH:3]=[C:4]2[C:8](=[CH:9][CH:10]=1)[NH:7][C:6]([C:11]([O:13][CH2:14][CH3:15])=[O:12])=[CH:5]2.C(=O)([O-])[O-].[K+].[K+].I[CH2:23][CH3:24].CN(C)C=O. The catalyst is O. The product is [Cl:1][C:2]1[CH:3]=[C:4]2[C:8](=[CH:9][CH:10]=1)[N:7]([CH2:23][CH3:24])[C:6]([C:11]([O:13][CH2:14][CH3:15])=[O:12])=[CH:5]2. The yield is 1.00. (4) The reactants are [Si]([O:8][CH2:9][CH:10]1[CH2:25][C:24]2[C:12](=[CH:13][C:14]3[N+:19]([O-:20])=[N:18][C:17]([CH2:21][CH3:22])=[N:16][C:15]=3[CH:23]=2)[CH2:11]1)(C(C)(C)C)(C)C.Cl. The catalyst is CO. The product is [CH2:21]([C:17]1[N:18]=[N+:19]([O-:20])[C:14]2[CH:13]=[C:12]3[C:24]([CH2:25][CH:10]([CH2:9][OH:8])[CH2:11]3)=[CH:23][C:15]=2[N:16]=1)[CH3:22]. The yield is 0.790. (5) The reactants are [C:1]([C:3]1[C:23]([N+:24]([O-])=O)=[CH:22][CH:21]=[CH:20][C:4]=1[O:5][CH2:6][C@H:7]1[CH2:12][CH2:11][CH2:10][N:9]([C:13]([O:15][C:16]([CH3:19])([CH3:18])[CH3:17])=[O:14])[CH2:8]1)#[N:2]. The catalyst is CCOC(C)=O.[Pd]. The product is [NH2:24][C:23]1[C:3]([C:1]#[N:2])=[C:4]([CH:20]=[CH:21][CH:22]=1)[O:5][CH2:6][C@H:7]1[CH2:12][CH2:11][CH2:10][N:9]([C:13]([O:15][C:16]([CH3:19])([CH3:17])[CH3:18])=[O:14])[CH2:8]1. The yield is 0.923.